From a dataset of TCR-epitope binding with 47,182 pairs between 192 epitopes and 23,139 TCRs. Binary Classification. Given a T-cell receptor sequence (or CDR3 region) and an epitope sequence, predict whether binding occurs between them. The epitope is KRWIIMGLNK. The TCR CDR3 sequence is CASSDLTGTVYNEQFF. Result: 1 (the TCR binds to the epitope).